Dataset: Forward reaction prediction with 1.9M reactions from USPTO patents (1976-2016). Task: Predict the product of the given reaction. (1) Given the reactants NC(N)=O.S(=NC(N)=O)(=O)=O.[NH2:12][C:13]1[N:18]=[CH:17][C:16]([N:19]2[C:24](=[O:25])[C:23]3[CH:26]=[C:27]([F:32])[C:28]([NH:30][CH3:31])=[CH:29][C:22]=3[O:21][CH2:20]2)=[CH:15][CH:14]=1.[CH3:33][C:34]1[S:38][C:37]([S:39]([NH:42][C:43](=O)[O:44]CC)(=[O:41])=[O:40])=[CH:36][CH:35]=1, predict the reaction product. The product is: [F:32][C:27]1[C:28]([NH:30][CH3:31])=[CH:29][C:22]2[O:21][CH2:20][N:19]([C:16]3[CH:15]=[CH:14][C:13]([NH:12][C:43]([NH:42][S:39]([C:37]4[S:38][C:34]([CH3:33])=[CH:35][CH:36]=4)(=[O:40])=[O:41])=[O:44])=[N:18][CH:17]=3)[C:24](=[O:25])[C:23]=2[CH:26]=1. (2) Given the reactants Cl[C:2]1[CH:26]=[CH:25][C:5]([C:6]([NH:8][C:9]2[N:24]=[C:12]3[CH:13]=[CH:14][CH:15]=[C:16]([NH:17][CH:18]4[CH2:23][CH2:22][CH2:21][CH2:20][CH2:19]4)[N:11]3[N:10]=2)=[O:7])=[CH:4][N:3]=1.[NH2:27][CH2:28][CH2:29][CH2:30][OH:31], predict the reaction product. The product is: [CH:18]1([NH:17][C:16]2[N:11]3[N:10]=[C:9]([NH:8][C:6](=[O:7])[C:5]4[CH:25]=[CH:26][C:2]([NH:27][CH2:28][CH2:29][CH2:30][OH:31])=[N:3][CH:4]=4)[N:24]=[C:12]3[CH:13]=[CH:14][CH:15]=2)[CH2:23][CH2:22][CH2:21][CH2:20][CH2:19]1. (3) Given the reactants [NH2:1][C:2]1[CH:9]=[CH:8][CH:7]=[C:6]([O:10][C@H:11]2[CH2:16][CH2:15][C@H:14]([CH2:17][NH2:18])[CH2:13][CH2:12]2)[C:3]=1[C:4]#[N:5].[CH3:19][O:20][CH2:21][C:22](O)=[O:23], predict the reaction product. The product is: [NH2:1][C:2]1[C:3]([C:4]#[N:5])=[C:6]([CH:7]=[CH:8][CH:9]=1)[O:10][C@H:11]1[CH2:16][CH2:15][C@H:14]([CH2:17][NH:18][C:22](=[O:23])[CH2:21][O:20][CH3:19])[CH2:13][CH2:12]1. (4) Given the reactants [NH:1]([C:3]1[CH:12]=[CH:11][CH:10]=[C:9]2[C:4]=1[CH:5]=[CH:6][CH:7]=[N:8]2)[NH2:2].[CH3:13][O:14][C:15]1[CH:20]=[CH:19][C:18]([C:21]2([C:27](Cl)=[O:28])[CH2:26][CH2:25][CH2:24][CH2:23][CH2:22]2)=[CH:17][CH:16]=1, predict the reaction product. The product is: [CH3:13][O:14][C:15]1[CH:20]=[CH:19][C:18]([C:21]2([C:27]([NH:2][NH:1][C:3]3[CH:12]=[CH:11][CH:10]=[C:9]4[C:4]=3[CH:5]=[CH:6][CH:7]=[N:8]4)=[O:28])[CH2:26][CH2:25][CH2:24][CH2:23][CH2:22]2)=[CH:17][CH:16]=1. (5) Given the reactants [F:1][C:2]1[CH:8]=[C:7]([I:9])[CH:6]=[CH:5][C:3]=1[NH2:4].CN.O.C1(C)C=CC=CC=1.[CH3:20][N:21]([CH:23]=[O:24])C, predict the reaction product. The product is: [F:1][C:2]1[CH:8]=[C:7]([I:9])[CH:6]=[CH:5][C:3]=1[NH:4][C:23]([NH:21][CH3:20])=[O:24].